Dataset: hERG potassium channel inhibition data for cardiac toxicity prediction from Karim et al.. Task: Regression/Classification. Given a drug SMILES string, predict its toxicity properties. Task type varies by dataset: regression for continuous values (e.g., LD50, hERG inhibition percentage) or binary classification for toxic/non-toxic outcomes (e.g., AMES mutagenicity, cardiotoxicity, hepatotoxicity). Dataset: herg_karim. (1) The result is 1 (blocker). The drug is CCOC(=O)C1=C(CN2CCOCC2)NC(c2nccs2)=NC1c1ccccc1Cl. (2) The drug is Cc1cnc(-c2c(F)ccc(F)c2CCNC(=O)c2ccc(COCC(F)(F)F)nc2)cn1. The result is 0 (non-blocker). (3) The compound is N#Cc1ccc(C(F)(F)F)nc1O[C@H](CCN)c1ccno1.O=C(O)C(=O)O. The result is 0 (non-blocker). (4) The compound is CC(=O)Nc1cccc(-c2ccc([C@H]3CN(C)C[C@@H]3NS(=O)(=O)C(C)C)cc2)c1. The result is 0 (non-blocker). (5) The drug is CCc1n[nH]c(CC)c1Oc1cc(C)cc(C#N)c1. The result is 0 (non-blocker).